Dataset: Forward reaction prediction with 1.9M reactions from USPTO patents (1976-2016). Task: Predict the product of the given reaction. (1) Given the reactants [CH3:1][N:2]1[CH2:7][CH2:6][N:5]([C:8](SC)=[CH:9][C:10]#[N:11])[CH2:4][CH2:3]1.[NH2:14][NH2:15], predict the reaction product. The product is: [CH3:1][N:2]1[CH2:7][CH2:6][N:5]([C:8]2[CH:9]=[C:10]([NH2:11])[NH:14][N:15]=2)[CH2:4][CH2:3]1. (2) Given the reactants Cl[C:2]1[CH:3]=[C:4]2[N:11]([CH:12]([CH3:14])[CH3:13])[C:10]([CH3:16])([CH3:15])[CH2:9][N:5]2[C:6](=[O:8])[N:7]=1.[F:17][C:18]1[CH:19]=[C:20]([CH2:25][OH:26])[CH:21]=[C:22]([F:24])[CH:23]=1, predict the reaction product. The product is: [F:17][C:18]1[CH:19]=[C:20]([CH:21]=[C:22]([F:24])[CH:23]=1)[CH2:25][O:26][C:2]1[CH:3]=[C:4]2[N:11]([CH:12]([CH3:14])[CH3:13])[C:10]([CH3:16])([CH3:15])[CH2:9][N:5]2[C:6](=[O:8])[N:7]=1. (3) The product is: [F:1][C:2]1[CH:7]=[C:6]([C:8]2[CH:9]=[CH:10][C:11]3[C:17](=[O:18])[NH:16][C:15]4[CH:19]=[C:20]([C:23]([OH:25])=[O:24])[CH:21]=[CH:22][C:14]=4[NH:13][C:12]=3[CH:27]=2)[CH:5]=[CH:4][N:3]=1. Given the reactants [F:1][C:2]1[CH:7]=[C:6]([C:8]2[CH:9]=[CH:10][C:11]3[C:17](=[O:18])[NH:16][C:15]4[CH:19]=[C:20]([C:23]([O:25]C)=[O:24])[CH:21]=[CH:22][C:14]=4[NH:13][C:12]=3[CH:27]=2)[CH:5]=[CH:4][N:3]=1.[Li+].[OH-].Cl, predict the reaction product. (4) The product is: [CH3:16][Si:15]([CH3:18])([CH3:17])[CH2:14][CH2:13][O:12][CH2:11][N:8]1[C:5]2=[N:6][CH:7]=[C:2]([NH:20][C:19](=[O:26])[O:21][C:22]([CH3:25])([CH3:24])[CH3:23])[CH:3]=[C:4]2[CH:10]=[N:9]1. Given the reactants Br[C:2]1[CH:3]=[C:4]2[CH:10]=[N:9][N:8]([CH2:11][O:12][CH2:13][CH2:14][Si:15]([CH3:18])([CH3:17])[CH3:16])[C:5]2=[N:6][CH:7]=1.[C:19](=[O:26])([O:21][C:22]([CH3:25])([CH3:24])[CH3:23])[NH2:20].CC1(C)C2C(=C(P(C3C=CC=CC=3)C3C=CC=CC=3)C=CC=2)OC2C(P(C3C=CC=CC=3)C3C=CC=CC=3)=CC=CC1=2.C([O-])([O-])=O.[Cs+].[Cs+], predict the reaction product. (5) Given the reactants [H-].[Na+].Cl.Br[CH2:5][C:6]1[CH:15]=[C:14]2[C:9]([CH:10]=[CH:11][CH:12]=[N:13]2)=[CH:8][CH:7]=1.[F:16][C:17]1[CH:22]=[C:21]([OH:23])[CH:20]=[CH:19][C:18]=1[CH2:24][CH2:25][C:26]([O:28][CH2:29][CH3:30])=[O:27].CN(C=O)C, predict the reaction product. The product is: [F:16][C:17]1[CH:22]=[C:21]([O:23][CH2:5][C:6]2[CH:15]=[C:14]3[C:9]([CH:10]=[CH:11][CH:12]=[N:13]3)=[CH:8][CH:7]=2)[CH:20]=[CH:19][C:18]=1[CH2:24][CH2:25][C:26]([O:28][CH2:29][CH3:30])=[O:27].